This data is from Catalyst prediction with 721,799 reactions and 888 catalyst types from USPTO. The task is: Predict which catalyst facilitates the given reaction. Reactant: C(Cl)(=O)C(C)(C)C.[C:8]([O:11][CH2:12][C:13]([CH3:43])([CH3:42])[CH2:14][N:15]1[C:21]2[CH:22]=[CH:23][C:24]([Cl:26])=[CH:25][C:20]=2[C@@H:19]([C:27]2[CH:32]=[CH:31][CH:30]=[C:29]([O:33][CH3:34])[C:28]=2[O:35][CH3:36])[O:18][C@H:17]([CH2:37][C:38](O)=[O:39])[C:16]1=[O:41])(=[O:10])[CH3:9].C(N(CC)CC)C.[NH:51]([C:53](=[O:61])[CH2:54][CH2:55][C:56]([O:58][CH2:59][CH3:60])=[O:57])[NH2:52]. Product: [C:8]([O:11][CH2:12][C:13]([CH3:43])([CH3:42])[CH2:14][N:15]1[C:21]2[CH:22]=[CH:23][C:24]([Cl:26])=[CH:25][C:20]=2[C@@H:19]([C:27]2[CH:32]=[CH:31][CH:30]=[C:29]([O:33][CH3:34])[C:28]=2[O:35][CH3:36])[O:18][C@H:17]([CH2:37][C:38]([NH:52][NH:51][C:53](=[O:61])[CH2:54][CH2:55][C:56]([O:58][CH2:59][CH3:60])=[O:57])=[O:39])[C:16]1=[O:41])(=[O:10])[CH3:9]. The catalyst class is: 56.